From a dataset of Full USPTO retrosynthesis dataset with 1.9M reactions from patents (1976-2016). Predict the reactants needed to synthesize the given product. (1) Given the product [CH2:1]([O:3][C:4]([C:6]1[C:12]2[S:13][CH:14]=[CH:15][C:11]=2[CH2:10][CH2:9][N:8]([C:20](=[O:21])[C:19]2[CH:23]=[CH:24][C:25]([F:26])=[C:17]([F:16])[CH:18]=2)[CH:7]=1)=[O:5])[CH3:2], predict the reactants needed to synthesize it. The reactants are: [CH2:1]([O:3][C:4]([C:6]1[C:12]2[S:13][CH:14]=[CH:15][C:11]=2[CH2:10][CH2:9][NH:8][CH:7]=1)=[O:5])[CH3:2].[F:16][C:17]1[CH:18]=[C:19]([CH:23]=[CH:24][C:25]=1[F:26])[C:20](Cl)=[O:21]. (2) Given the product [CH3:1][O:2][C:3]([C@@H:5]1[C@@H:9]([O:10][Si:23]([C:26]([CH3:29])([CH3:28])[CH3:27])([CH3:25])[CH3:24])[CH2:8][CH2:7][N:6]1[C:11]([O:13][C:14]([CH3:17])([CH3:16])[CH3:15])=[O:12])=[O:4], predict the reactants needed to synthesize it. The reactants are: [CH3:1][O:2][C:3]([C@@H:5]1[C@@H:9]([OH:10])[CH2:8][CH2:7][N:6]1[C:11]([O:13][C:14]([CH3:17])([CH3:16])[CH3:15])=[O:12])=[O:4].N1C=CN=C1.[Si:23](Cl)([C:26]([CH3:29])([CH3:28])[CH3:27])([CH3:25])[CH3:24]. (3) Given the product [CH:1]([N:5]1[C:13]2[C:8](=[CH:9][CH:10]=[CH:11][CH:12]=2)[C:7]([C:14]([NH:16][CH2:17][C:18]2[C:19]([OH:26])=[N:20][C:21]([CH3:25])=[CH:22][C:23]=2[CH3:24])=[O:15])=[C:6]1[CH3:27])([CH2:3][CH3:4])[CH3:2].[CH2:1]([N:5]1[C:13]2[C:8](=[CH:9][CH:10]=[CH:11][CH:12]=2)[C:7]([C:14]([NH:16][CH2:17][C:18]2[C:19]([OH:26])=[N:20][C:21]([CH3:25])=[CH:22][C:23]=2[CH3:24])=[O:15])=[C:6]1[CH3:27])[CH2:2][CH2:28][CH3:29], predict the reactants needed to synthesize it. The reactants are: [CH:1]([N:5]1[C:13]2[C:8](=[CH:9][CH:10]=[CH:11][CH:12]=2)[C:7]([C:14]([NH:16][CH2:17][C:18]2[C:19]([OH:26])=[N:20][C:21]([CH3:25])=[CH:22][C:23]=2[CH3:24])=[O:15])=[C:6]1[CH3:27])([CH2:3][CH3:4])[CH3:2].[CH3:28][CH2:29]CCCC. (4) The reactants are: [OH-].[Li+].[CH3:3][N:4]1[CH2:9][CH2:8][N:7]([CH2:10][C:11]2[CH:20]=[CH:19][C:14]([C:15]([O:17]C)=[O:16])=[CH:13][CH:12]=2)[CH2:6][CH2:5]1. Given the product [CH3:3][N:4]1[CH2:5][CH2:6][N:7]([CH2:10][C:11]2[CH:20]=[CH:19][C:14]([C:15]([OH:17])=[O:16])=[CH:13][CH:12]=2)[CH2:8][CH2:9]1, predict the reactants needed to synthesize it. (5) Given the product [CH3:1][O:2][C:3]1[CH:4]=[CH:5][C:6]([CH2:7][N:8]2[C:13]3[S:14][C:15]4[CH2:20][N:19]([C:28]5[CH:33]=[CH:32][CH:31]=[CH:30][N:29]=5)[CH2:18][CH2:17][C:16]=4[C:12]=3[C:11]3=[N:21][CH:22]=[N:23][N:10]3[C:9]2=[O:24])=[CH:25][CH:26]=1, predict the reactants needed to synthesize it. The reactants are: [CH3:1][O:2][C:3]1[CH:26]=[CH:25][C:6]([CH2:7][N:8]2[C:13]3[S:14][C:15]4[CH2:20][NH:19][CH2:18][CH2:17][C:16]=4[C:12]=3[C:11]3=[N:21][CH:22]=[N:23][N:10]3[C:9]2=[O:24])=[CH:5][CH:4]=1.F[C:28]1[CH:33]=[CH:32][CH:31]=[CH:30][N:29]=1. (6) Given the product [CH2:9]([N:16]([CH:17]([CH3:19])[CH3:18])[C:2]1[CH:7]=[N:6][CH:5]=[C:4]([Cl:8])[N:3]=1)[C:10]1[CH:15]=[CH:14][CH:13]=[CH:12][CH:11]=1, predict the reactants needed to synthesize it. The reactants are: Cl[C:2]1[CH:7]=[N:6][CH:5]=[C:4]([Cl:8])[N:3]=1.[CH2:9]([NH:16][CH:17]([CH3:19])[CH3:18])[C:10]1[CH:15]=[CH:14][CH:13]=[CH:12][CH:11]=1.C(=O)([O-])[O-].[K+].[K+].CC(N(C)C)=O. (7) Given the product [CH3:21][NH:22][S:23]([C:26]1[CH:27]=[CH:28][C:29]([C:8]2[CH:17]=[C:16]([C:18]([OH:20])=[O:19])[C:15]3[C:10](=[CH:11][CH:12]=[CH:13][CH:14]=3)[N:9]=2)=[CH:30][CH:31]=1)(=[O:24])=[O:25], predict the reactants needed to synthesize it. The reactants are: C([O-])([O-])=O.[K+].[K+].Cl[C:8]1[CH:17]=[C:16]([C:18]([OH:20])=[O:19])[C:15]2[C:10](=[CH:11][CH:12]=[CH:13][CH:14]=2)[N:9]=1.[CH3:21][NH:22][S:23]([C:26]1[CH:31]=[CH:30][C:29](B(O)O)=[CH:28][CH:27]=1)(=[O:25])=[O:24].